Dataset: Peptide-MHC class I binding affinity with 185,985 pairs from IEDB/IMGT. Task: Regression. Given a peptide amino acid sequence and an MHC pseudo amino acid sequence, predict their binding affinity value. This is MHC class I binding data. (1) The peptide sequence is LESLFTAV. The MHC is H-2-Kb with pseudo-sequence H-2-Kb. The binding affinity (normalized) is 0.0735. (2) The peptide sequence is DLMGVPYCNY. The binding affinity (normalized) is 0.418. The MHC is HLA-A30:02 with pseudo-sequence HLA-A30:02. (3) The peptide sequence is RMYSPTSI. The MHC is HLA-B58:01 with pseudo-sequence HLA-B58:01. The binding affinity (normalized) is 0.166. (4) The peptide sequence is EPKEGTKKL. The MHC is HLA-B07:02 with pseudo-sequence HLA-B07:02. The binding affinity (normalized) is 0.388. (5) The peptide sequence is HSQGREAAV. The MHC is HLA-A02:01 with pseudo-sequence HLA-A02:01. The binding affinity (normalized) is 0. (6) The peptide sequence is LASMAICSAV. The MHC is HLA-B57:01 with pseudo-sequence HLA-B57:01. The binding affinity (normalized) is 0.0760. (7) The MHC is HLA-C06:02 with pseudo-sequence HLA-C06:02. The binding affinity (normalized) is 0. The peptide sequence is HPDIVIYQY.